Dataset: Reaction yield outcomes from USPTO patents with 853,638 reactions. Task: Predict the reaction yield, written as a fraction of the theoretical maximum amount of product (1.0 means a 100% yield; for example, 0.34 means a 34% yield). (1) The reactants are [N:1]12[CH2:9][CH2:8][CH:5]([CH2:6][CH2:7]1)[NH:4][CH2:3][CH2:2]2.Cl[C:11]1[O:12][C:13]2[CH:19]=[CH:18][C:17]([C:20]3[CH:25]=[CH:24][CH:23]=[CH:22][CH:21]=3)=[CH:16][C:14]=2[N:15]=1.CC(C)([O-])C.[Na+].C1(C)C=CC=CC=1. The catalyst is C(OCC)(=O)C.O. The product is [C:20]1([C:17]2[CH:18]=[CH:19][C:13]3[O:12][C:11]([N:4]4[CH:5]5[CH2:8][CH2:9][N:1]([CH2:7][CH2:6]5)[CH2:2][CH2:3]4)=[N:15][C:14]=3[CH:16]=2)[CH:21]=[CH:22][CH:23]=[CH:24][CH:25]=1. The yield is 0.420. (2) The reactants are C(OC([N:8]1[CH2:11][CH:10]([N:12]2[CH2:17][CH2:16][CH:15]([OH:18])[CH2:14][CH2:13]2)[CH2:9]1)=O)(C)(C)C. The catalyst is C(Cl)Cl.C(O)(C(F)(F)F)=O. The product is [NH:8]1[CH2:11][CH:10]([N:12]2[CH2:17][CH2:16][CH:15]([OH:18])[CH2:14][CH2:13]2)[CH2:9]1. The yield is 0.940. (3) The catalyst is ClCCl. The yield is 0.670. The reactants are C1C=CC(N([S:8]([C:11]([F:14])([F:13])[F:12])(=[O:10])=[O:9])[S:8]([C:11]([F:14])([F:13])[F:12])(=[O:10])=[O:9])=CC=1.C(N(CC)CC)C.[CH3:29][O:30][C:31](=[O:58])[CH2:32][C:33]1[CH:34]=[N:35][CH:36]=[C:37]([C:39]2[CH:44]=[CH:43][C:42]([C:45]([CH2:56][CH3:57])([C:48]3[CH:53]=[CH:52][C:51]([OH:54])=[C:50]([CH3:55])[CH:49]=3)[CH2:46][CH3:47])=[CH:41][CH:40]=2)[CH:38]=1. The product is [CH3:29][O:30][C:31](=[O:58])[CH2:32][C:33]1[CH:34]=[N:35][CH:36]=[C:37]([C:39]2[CH:40]=[CH:41][C:42]([C:45]([CH2:56][CH3:57])([C:48]3[CH:53]=[CH:52][C:51]([O:54][S:8]([C:11]([F:14])([F:13])[F:12])(=[O:10])=[O:9])=[C:50]([CH3:55])[CH:49]=3)[CH2:46][CH3:47])=[CH:43][CH:44]=2)[CH:38]=1. (4) The reactants are [CH3:1][C:2]1[CH:20]=[CH:19][CH:18]=[CH:17][C:3]=1[CH2:4][C:5]1([C:9]([C:11]2[CH:16]=[CH:15][CH:14]=[CH:13][N:12]=2)=[O:10])[CH2:8][CH2:7][CH2:6]1.[BH4-].[Na+]. No catalyst specified. The product is [CH3:1][C:2]1[CH:20]=[CH:19][CH:18]=[CH:17][C:3]=1[CH2:4][C:5]1([CH:9]([C:11]2[CH:16]=[CH:15][CH:14]=[CH:13][N:12]=2)[OH:10])[CH2:6][CH2:7][CH2:8]1. The yield is 0.150.